Dataset: Forward reaction prediction with 1.9M reactions from USPTO patents (1976-2016). Task: Predict the product of the given reaction. (1) Given the reactants [CH3:1][O:2][C:3](=[O:19])[CH:4]([NH:8][C:9](=[O:18])[C:10]1[C:15]([Cl:16])=[CH:14][CH:13]=[CH:12][C:11]=1[Cl:17])[CH2:5][CH:6]=[CH2:7].I[C:21]1[CH:37]=[CH:36][C:24]([O:25][C:26]2[N:31]=[C:30]([O:32][CH3:33])[CH:29]=[C:28]([O:34][CH3:35])[N:27]=2)=[CH:23][CH:22]=1, predict the reaction product. The product is: [CH3:1][O:2][C:3](=[O:19])[CH:4]([NH:8][C:9](=[O:18])[C:10]1[C:11]([Cl:17])=[CH:12][CH:13]=[CH:14][C:15]=1[Cl:16])[CH2:5]/[CH:6]=[CH:7]/[C:21]1[CH:22]=[CH:23][C:24]([O:25][C:26]2[N:31]=[C:30]([O:32][CH3:33])[CH:29]=[C:28]([O:34][CH3:35])[N:27]=2)=[CH:36][CH:37]=1. (2) Given the reactants [OH:1][C:2]1[CH:3]=[C:4]([CH:9]=[CH:10][CH:11]=1)[C:5]([O:7]C)=[O:6].[H-].[Na+].[CH2:14](Br)[C:15]1[CH:20]=[CH:19][CH:18]=[CH:17][CH:16]=1.[Cl-].[NH4+], predict the reaction product. The product is: [CH2:14]([O:1][C:2]1[CH:3]=[C:4]([CH:9]=[CH:10][CH:11]=1)[C:5]([OH:7])=[O:6])[C:15]1[CH:20]=[CH:19][CH:18]=[CH:17][CH:16]=1. (3) Given the reactants Cl[C:2]1[N:7]=[N:6][C:5]([O:8][CH2:9][CH2:10][OH:11])=[C:4]([N:12]2[CH2:17][CH2:16][O:15][CH2:14][CH2:13]2)[CH:3]=1.[CH3:18][C:19]1[CH:25]=[CH:24][C:22]([NH2:23])=[CH:21][C:20]=1B1OC(C)(C)C(C)(C)O1.C(Cl)Cl.C([O-])([O-])=O.[Na+].[Na+], predict the reaction product. The product is: [NH2:23][C:22]1[CH:21]=[CH:20][C:19]([CH3:18])=[C:25]([C:2]2[N:7]=[N:6][C:5]([O:8][CH2:9][CH2:10][OH:11])=[C:4]([N:12]3[CH2:17][CH2:16][O:15][CH2:14][CH2:13]3)[CH:3]=2)[CH:24]=1. (4) Given the reactants [CH3:1][C:2]1[CH:3]=[CH:4][C:5]([C:16]([NH:18][C:19]2[CH:20]=[C:21]3[C:25](=[CH:26][CH:27]=2)[N:24]([C:28](=[O:36])[CH2:29][C:30]2[CH:35]=[CH:34][CH:33]=[CH:32][N:31]=2)[CH2:23][CH2:22]3)=[O:17])=[C:6]([NH:8]C(=O)OC(C)(C)C)[CH:7]=1.FC(F)(F)C(O)=O.C(OCC)(=O)C.C(=O)([O-])[O-].[K+].[K+], predict the reaction product. The product is: [NH2:8][C:6]1[CH:7]=[C:2]([CH3:1])[CH:3]=[CH:4][C:5]=1[C:16]([NH:18][C:19]1[CH:20]=[C:21]2[C:25](=[CH:26][CH:27]=1)[N:24]([C:28](=[O:36])[CH2:29][C:30]1[CH:35]=[CH:34][CH:33]=[CH:32][N:31]=1)[CH2:23][CH2:22]2)=[O:17]. (5) The product is: [F:36][C:35]([F:38])([F:37])[C:33]([OH:39])=[O:34].[NH:20]1[CH2:21][CH2:22][CH:17]([CH2:16][O:15][C:14]2[CH:13]=[CH:12][C:11]([C:8]3[CH:9]=[CH:10][C:3]4[S:2](=[O:32])(=[O:1])[CH2:6][CH2:5][C:4]=4[CH:7]=3)=[CH:31][CH:30]=2)[CH2:18][CH2:19]1. Given the reactants [O:1]=[S:2]1(=[O:32])[CH2:6][CH2:5][C:4]2[CH:7]=[C:8]([C:11]3[CH:31]=[CH:30][C:14]([O:15][CH2:16][CH:17]4[CH2:22][CH2:21][N:20](C(OC(C)(C)C)=O)[CH2:19][CH2:18]4)=[CH:13][CH:12]=3)[CH:9]=[CH:10][C:3]1=2.[C:33]([OH:39])([C:35]([F:38])([F:37])[F:36])=[O:34], predict the reaction product. (6) Given the reactants [NH2:1][CH:2]([CH2:5][C:6]1[CH:11]=[CH:10][N:9]=[CH:8][C:7]=1[O:12][CH3:13])[CH2:3][OH:4].[C:14]([N:18]=[C:19]=[S:20])([CH3:17])([CH3:16])[CH3:15], predict the reaction product. The product is: [C:14]([NH:18][C:19]([NH:1][CH:2]([CH2:5][C:6]1[CH:11]=[CH:10][N:9]=[CH:8][C:7]=1[O:12][CH3:13])[CH2:3][OH:4])=[S:20])([CH3:17])([CH3:16])[CH3:15]. (7) Given the reactants Cl.[N:2]1([C:8]2[CH:13]=[CH:12][N:11]=[C:10]([NH2:14])[CH:9]=2)[CH2:7][CH2:6][O:5][CH2:4][CH2:3]1.Cl[C:16]1[S:17][C:18]([C:21]2[CH:22]=[N:23][CH:24]=[C:25]([CH:29]=2)[C:26]([OH:28])=[O:27])=[CH:19][N:20]=1.[H-].[Na+].C(O)(C(F)(F)F)=O, predict the reaction product. The product is: [N:2]1([C:8]2[CH:13]=[CH:12][N:11]=[C:10]([NH:14][C:16]3[S:17][C:18]([C:21]4[CH:22]=[N:23][CH:24]=[C:25]([CH:29]=4)[C:26]([OH:28])=[O:27])=[CH:19][N:20]=3)[CH:9]=2)[CH2:7][CH2:6][O:5][CH2:4][CH2:3]1. (8) Given the reactants [NH2:1][C:2]1[N:7]2[CH2:8][C:9](=O)[N:10]=[C:6]2[C:5]([C:12]([O:14][CH2:15][CH3:16])=[O:13])=[CH:4][C:3]=1[Cl:17].P(Cl)(Cl)([Cl:20])=O, predict the reaction product. The product is: [NH2:1][C:2]1[N:7]2[CH:8]=[C:9]([Cl:20])[N:10]=[C:6]2[C:5]([C:12]([O:14][CH2:15][CH3:16])=[O:13])=[CH:4][C:3]=1[Cl:17].